This data is from Forward reaction prediction with 1.9M reactions from USPTO patents (1976-2016). The task is: Predict the product of the given reaction. Given the reactants [Cl:1][C:2]1[CH:3]=[C:4]([C:9]2([C:23]([F:26])([F:25])[F:24])[CH2:13][CH2:12][N:11]([C:14]3[CH:22]=[CH:21][C:17]([C:18](Cl)=[O:19])=[CH:16][CH:15]=3)[CH2:10]2)[CH:5]=[C:6]([Cl:8])[CH:7]=1.ClC1C=C(C2(C(F)(F)F)CCN(C3C=CC(C(Cl)=[O:45])=C([N+]([O-])=O)C=3)C2)C=C(Cl)C=1.FC(C1C=CC=CC=1C1(C(F)(F)F)CC(C2C=CC=CC=2C(F)(F)F)N(C2C([N+]([O-])=O)=C(C=CC=2)C(Cl)=O)C1)(F)F, predict the reaction product. The product is: [Cl:8][C:6]1[CH:5]=[C:4]([C:9]2([C:23]([F:25])([F:26])[F:24])[CH2:13][CH2:12][N:11]([C:14]3[CH:15]=[CH:16][C:17]([C:18]([OH:19])=[O:45])=[CH:21][CH:22]=3)[CH2:10]2)[CH:3]=[C:2]([Cl:1])[CH:7]=1.